Dataset: Catalyst prediction with 721,799 reactions and 888 catalyst types from USPTO. Task: Predict which catalyst facilitates the given reaction. (1) Reactant: [F:1][C:2]1[CH:3]=[C:4]2[C:8](=[CH:9][CH:10]=1)[NH:7][N:6]=[C:5]2[C:11](O)=[O:12].[H-].[Al+3].[Li+].[H-].[H-].[H-].S([O-])([O-])(=O)=O.[Na+].[Na+].Cl. Product: [F:1][C:2]1[CH:3]=[C:4]2[C:8](=[CH:9][CH:10]=1)[NH:7][N:6]=[C:5]2[CH2:11][OH:12]. The catalyst class is: 7. (2) Reactant: C(OC([N:8]1[CH2:13][CH2:12][CH:11]([CH3:14])[CH:10]([CH2:15][C:16]#[C:17][C:18]2[N:19]=[C:20]3[CH:26]=[CH:25][N:24]([CH2:27][O:28][CH2:29][CH2:30][Si:31]([CH3:34])([CH3:33])[CH3:32])[C:21]3=[N:22][CH:23]=2)[CH2:9]1)=O)(C)(C)C.C(N(C(C)C)C(C)C)C.[CH2:44]([S:46](Cl)(=[O:48])=[O:47])[CH3:45]. Product: [CH2:44]([S:46]([N:8]1[CH2:13][CH2:12][CH:11]([CH3:14])[CH:10]([CH2:15][C:16]#[C:17][C:18]2[N:19]=[C:20]3[CH:26]=[CH:25][N:24]([CH2:27][O:28][CH2:29][CH2:30][Si:31]([CH3:34])([CH3:32])[CH3:33])[C:21]3=[N:22][CH:23]=2)[CH2:9]1)(=[O:48])=[O:47])[CH3:45]. The catalyst class is: 135. (3) Reactant: [CH2:1]([C:8]1[C:9]([CH3:20])=[N:10][C:11]2[N:12]([N:14]=[CH:15][C:16]=2[C:17]([OH:19])=O)[CH:13]=1)[C:2]1[CH:7]=[CH:6][CH:5]=[CH:4][CH:3]=1.[NH2:21][CH2:22][CH2:23][O:24][CH2:25][CH2:26][OH:27].CN(C(ON1N=NC2C=CC=CC1=2)=[N+](C)C)C.[B-](F)(F)(F)F.C(N(CC)CC)C. Product: [CH2:1]([C:8]1[C:9]([CH3:20])=[N:10][C:11]2[N:12]([N:14]=[CH:15][C:16]=2[C:17]([NH:21][CH2:22][CH2:23][O:24][CH2:25][CH2:26][OH:27])=[O:19])[CH:13]=1)[C:2]1[CH:3]=[CH:4][CH:5]=[CH:6][CH:7]=1. The catalyst class is: 3. (4) The catalyst class is: 8. Reactant: CS(O[CH2:6][C:7]1[N:11]2[C:12](=[O:27])[CH:13]=[C:14]([CH2:16][N:17]([CH2:25][CH3:26])[C:18]3[CH:23]=[CH:22][C:21]([F:24])=[CH:20][CH:19]=3)[N:15]=[C:10]2[S:9][C:8]=1[CH3:28])(=O)=O.[CH3:29][S:30]([O-:32])=[O:31].[Na+]. Product: [CH2:25]([N:17]([CH2:16][C:14]1[N:15]=[C:10]2[S:9][C:8]([CH3:28])=[C:7]([CH2:6][S:30]([CH3:29])(=[O:32])=[O:31])[N:11]2[C:12](=[O:27])[CH:13]=1)[C:18]1[CH:23]=[CH:22][C:21]([F:24])=[CH:20][CH:19]=1)[CH3:26]. (5) Reactant: [NH2:1][C:2]1[C:13]([NH2:14])=[CH:12][C:5]([C:6]([NH:8][CH:9]2[CH2:11][CH2:10]2)=[O:7])=[C:4]([Cl:15])[CH:3]=1.[Cl:16][C:17]([Cl:23])([Cl:22])[C:18](=N)OC. Product: [Cl:15][C:4]1[C:5]([C:6]([NH:8][CH:9]2[CH2:11][CH2:10]2)=[O:7])=[CH:12][C:13]2[N:14]=[C:18]([C:17]([Cl:23])([Cl:22])[Cl:16])[NH:1][C:2]=2[CH:3]=1. The catalyst class is: 15.